Dataset: Forward reaction prediction with 1.9M reactions from USPTO patents (1976-2016). Task: Predict the product of the given reaction. (1) Given the reactants CN1CCN(C2C=C[C:11]3[C:12](C=2)=[CH:13][CH:14]=[C:15]2[C:20]=3[O:19][C:18]([C:21]([NH:23][C:24]3[CH:29]=[CH:28][C:27]([N:30]4[CH2:35][CH2:34][O:33][CH2:32][CH2:31]4)=[CH:26][CH:25]=3)=[O:22])=[CH:17][C:16]2=[O:36])CC1.C1C=CC2N(O)N=NC=2C=1.CN([C:51]([O:55]N1N=NC2C=CC=CC1=2)=[N+](C)C)C.[B-](F)(F)(F)F.[CH2:70]([N:72]([CH2:75]C)[CH2:73][CH3:74])[CH3:71].COC1C=C([N:85]2CCOCC2)C=CC=1N, predict the reaction product. The product is: [CH3:51][O:55][C:29]1[CH:28]=[C:27]([N:30]2[CH2:31][CH2:32][O:33][CH2:34][CH2:35]2)[CH:26]=[CH:25][C:24]=1[NH:23][C:21]([C:18]1[O:19][C:20]2[C:15]([C:16](=[O:36])[CH:17]=1)=[CH:14][CH:13]=[CH:12][C:11]=2[N:85]1[CH2:74][CH2:73][N:72]([CH3:75])[CH2:70][CH2:71]1)=[O:22]. (2) Given the reactants [F:1][C:2]([F:14])([CH3:13])[CH2:3][CH2:4][CH2:5][CH2:6][N:7]1[CH:11]=[C:10]([NH2:12])[CH:9]=[N:8]1.[CH3:15][C:16]1[O:17][C:18]([C:24]2[CH:29]=[CH:28][CH:27]=[CH:26][C:25]=2[CH3:30])=[C:19]([C:21](O)=[O:22])[N:20]=1, predict the reaction product. The product is: [F:14][C:2]([F:1])([CH3:13])[CH2:3][CH2:4][CH2:5][CH2:6][N:7]1[CH:11]=[C:10]([NH:12][C:21]([C:19]2[N:20]=[C:16]([CH3:15])[O:17][C:18]=2[C:24]2[CH:29]=[CH:28][CH:27]=[CH:26][C:25]=2[CH3:30])=[O:22])[CH:9]=[N:8]1. (3) The product is: [ClH:40].[NH2:26][C:24]1[CH:23]=[CH:22][C:20]2[NH:21][C:16]([C:7]3[C:6](=[O:36])[C@:5]([CH2:4][CH2:3][C:2]([CH3:1])([CH3:38])[CH3:39])([CH3:37])[C:14]4[C:9]([C:8]=3[OH:15])=[CH:10][CH:11]=[CH:12][CH:13]=4)=[N:17][S:18](=[O:35])(=[O:34])[C:19]=2[CH:25]=1. Given the reactants [CH3:1][C:2]([CH3:39])([CH3:38])[CH2:3][CH2:4][C@@:5]1([CH3:37])[C:14]2[C:9](=[CH:10][CH:11]=[CH:12][CH:13]=2)[C:8]([OH:15])=[C:7]([C:16]2[NH:21][C:20]3[CH:22]=[CH:23][C:24]([NH:26]C(=O)OC(C)(C)C)=[CH:25][C:19]=3[S:18](=[O:35])(=[O:34])[N:17]=2)[C:6]1=[O:36].[ClH:40], predict the reaction product. (4) The product is: [CH2:27]([O:29][C:30]([C:32]1([C:35]2[CH:40]=[CH:39][C:38]([C:2]3[CH:7]=[CH:6][C:5]([C:8]4[O:12][N:11]=[C:10]([CH3:13])[C:9]=4[NH:14][CH:15]([CH3:26])[CH2:16][C:17]([CH3:18])([C:19]4[CH:24]=[CH:23][CH:22]=[CH:21][CH:20]=4)[CH3:25])=[CH:4][CH:3]=3)=[CH:37][CH:36]=2)[CH2:33][CH2:34]1)=[O:31])[CH3:28]. Given the reactants Br[C:2]1[CH:7]=[CH:6][C:5]([C:8]2[O:12][N:11]=[C:10]([CH3:13])[C:9]=2[NH:14][CH:15]([CH3:26])[CH2:16][C:17]([CH3:25])([C:19]2[CH:24]=[CH:23][CH:22]=[CH:21][CH:20]=2)[CH3:18])=[CH:4][CH:3]=1.[CH2:27]([O:29][C:30]([C:32]1([C:35]2[CH:40]=[CH:39][C:38](B3OC(C)(C)C(C)(C)O3)=[CH:37][CH:36]=2)[CH2:34][CH2:33]1)=[O:31])[CH3:28], predict the reaction product. (5) Given the reactants N12CCCN=C1CCCCC2.[F:12][C:13]([F:29])([F:28])[CH2:14][O:15][C:16]1[CH:21]=[CH:20][N:19]=[C:18]([C:22]2[NH:23][O:24][C:25](=[O:27])[N:26]=2)[CH:17]=1.[CH3:30][C:31]([CH3:37])([CH2:35][CH3:36])[C:32](Cl)=[O:33], predict the reaction product. The product is: [CH3:30][C:31]([CH3:37])([CH2:35][CH3:36])[C:32]([N:26]1[C:25](=[O:27])[O:24][N:23]=[C:22]1[C:18]1[CH:17]=[C:16]([O:15][CH2:14][C:13]([F:12])([F:28])[F:29])[CH:21]=[CH:20][N:19]=1)=[O:33]. (6) The product is: [BrH:1].[F:15][C:8]1[C:9]2[C:14](=[CH:13][CH:12]=[CH:11][CH:10]=2)[C:5]([C:3]2[N:18]3[CH2:19][CH2:20][N:16]=[C:17]3[S:21][CH:2]=2)=[CH:6][CH:7]=1. Given the reactants [Br:1][CH2:2][C:3]([C:5]1[C:14]2[C:9](=[CH:10][CH:11]=[CH:12][CH:13]=2)[C:8]([F:15])=[CH:7][CH:6]=1)=O.[NH:16]1[CH2:20][CH2:19][NH:18][C:17]1=[S:21].CCO, predict the reaction product.